This data is from Serine/threonine kinase 33 screen with 319,792 compounds. The task is: Binary Classification. Given a drug SMILES string, predict its activity (active/inactive) in a high-throughput screening assay against a specified biological target. (1) The drug is S=c1[nH]c2c(c(NCc3cccnc3)n1)cc(OC)c(OC)c2. The result is 0 (inactive). (2) The compound is S1(=O)(=O)Cc2c(sc(c2)C(=O)Nc2c(OC)cccc2)c2c1cccc2. The result is 0 (inactive). (3) The molecule is S=c1n(\N=C\c2ccc(OC)cc2)c(n[nH]1)c1n[nH]c(c1)C. The result is 0 (inactive). (4) The molecule is Brc1sc(/C(=N\NC(=O)c2c(occ2)C)C)cc1. The result is 0 (inactive). (5) The molecule is O(c1c(NC(=O)c2nccnc2)cccc1)c1cc(ccc1)C. The result is 0 (inactive).